This data is from Reaction yield outcomes from USPTO patents with 853,638 reactions. The task is: Predict the reaction yield, written as a fraction of the theoretical maximum amount of product (1.0 means a 100% yield; for example, 0.34 means a 34% yield). The reactants are C([O:8][C:9](=[O:25])[C:10]1[C:15]([Cl:16])=[CH:14][CH:13]=[C:12]([NH:17][S:18]([CH2:21][CH2:22][CH3:23])(=[O:20])=[O:19])[C:11]=1[F:24])C1C=CC=CC=1.[OH-].[K+].O.Cl. The catalyst is O1CCCC1. The product is [Cl:16][C:15]1[C:10]([C:9]([OH:25])=[O:8])=[C:11]([F:24])[C:12]([NH:17][S:18]([CH2:21][CH2:22][CH3:23])(=[O:19])=[O:20])=[CH:13][CH:14]=1. The yield is 0.858.